Dataset: Forward reaction prediction with 1.9M reactions from USPTO patents (1976-2016). Task: Predict the product of the given reaction. Given the reactants [CH3:1][O:2][C:3]1[CH:41]=[CH:40][C:6]([CH2:7][NH:8][C:9]2[C:14]([C:15]([O:17]CC)=[O:16])=[C:13]([NH:20][C@H:21]([C:23]3[N:28]([C:29]4[CH:34]=[CH:33][CH:32]=[CH:31][CH:30]=4)[C:27](=[O:35])[C:26]4=[C:36]([CH3:39])[CH:37]=[CH:38][N:25]4[N:24]=3)[CH3:22])[N:12]=[CH:11][N:10]=2)=[CH:5][CH:4]=1.[OH-].[Li+].Cl, predict the reaction product. The product is: [CH3:1][O:2][C:3]1[CH:4]=[CH:5][C:6]([CH2:7][NH:8][C:9]2[C:14]([C:15]([OH:17])=[O:16])=[C:13]([NH:20][C@H:21]([C:23]3[N:28]([C:29]4[CH:34]=[CH:33][CH:32]=[CH:31][CH:30]=4)[C:27](=[O:35])[C:26]4=[C:36]([CH3:39])[CH:37]=[CH:38][N:25]4[N:24]=3)[CH3:22])[N:12]=[CH:11][N:10]=2)=[CH:40][CH:41]=1.